The task is: Predict the reactants needed to synthesize the given product.. This data is from Full USPTO retrosynthesis dataset with 1.9M reactions from patents (1976-2016). (1) Given the product [Cl:1][C:2]1[C:11]2[C:6](=[CH:7][CH:8]=[C:9]([C:12]([C:20]3[C:21]([CH3:27])=[N:22][C:23]([CH3:26])=[CH:24][CH:25]=3)([OH:19])[C:13]3[N:17]([CH3:18])[N:16]=[N:15][CH:14]=3)[CH:10]=2)[N:5]=[C:4]([O:28][CH3:29])[C:3]=1[C:30]([N:35]([CH3:36])[CH3:34])=[O:32], predict the reactants needed to synthesize it. The reactants are: [Cl:1][C:2]1[C:11]2[C:6](=[CH:7][CH:8]=[C:9]([C:12]([C:20]3[C:21]([CH3:27])=[N:22][C:23]([CH3:26])=[CH:24][CH:25]=3)([OH:19])[C:13]3[N:17]([CH3:18])[N:16]=[N:15][CH:14]=3)[CH:10]=2)[N:5]=[C:4]([O:28][CH3:29])[C:3]=1[C:30]([OH:32])=O.C[CH2:34][N:35]=[C:36]=NCCCN(C)C.C1C=CC2N(O)N=NC=2C=1.CNC. (2) The reactants are: [I-].[CH3:2][S+](C)(C)=O.[H-].[Na+].[Br:9][C:10]1[CH:15]=[CH:14][C:13]([S:16]([N:19]2[CH2:24][CH2:23][C:22](=[O:25])[CH:21]([F:26])[CH2:20]2)(=[O:18])=[O:17])=[CH:12][CH:11]=1. Given the product [Br:9][C:10]1[CH:11]=[CH:12][C:13]([S:16]([N:19]2[CH2:24][CH2:23][C:22]3([O:25][CH2:2]3)[CH:21]([F:26])[CH2:20]2)(=[O:17])=[O:18])=[CH:14][CH:15]=1, predict the reactants needed to synthesize it. (3) The reactants are: [N:1]1([C:7]2[CH:8]=[CH:9][C:10]3[N:11]([C:13]([C:16]([F:19])([F:18])[F:17])=[N:14][N:15]=3)[N:12]=2)[CH2:6][CH2:5][NH:4][CH2:3][CH2:2]1.[F:20][C:21]1[CH:22]=[C:23]([CH:26]=[CH:27][CH:28]=1)[CH:24]=O. Given the product [F:20][C:21]1[CH:22]=[C:23]([CH2:24][N:4]2[CH2:3][CH2:2][N:1]([C:7]3[CH:8]=[CH:9][C:10]4[N:11]([C:13]([C:16]([F:17])([F:18])[F:19])=[N:14][N:15]=4)[N:12]=3)[CH2:6][CH2:5]2)[CH:26]=[CH:27][CH:28]=1, predict the reactants needed to synthesize it. (4) Given the product [C:6](=[C:5]1[CH:8]=[CH:9][CH:2]=[C:3]([O:22][C:12]2[CH:13]=[C:14]([CH:19]=[CH:20][CH:11]=2)[C:15]([O:17][CH3:18])=[O:16])[CH2:4]1)=[O:7], predict the reactants needed to synthesize it. The reactants are: Br[C:2]1[CH:9]=[CH:8][C:5]([CH:6]=[O:7])=[CH:4][CH:3]=1.O[C:11]1[CH:20]=[CH:19][C:14]([C:15]([O:17][CH3:18])=[O:16])=[CH:13][CH:12]=1.C(=O)([O-])[O-:22].[K+].[K+].C(Cl)Cl. (5) Given the product [CH2:24]([O:23][C:21]1[CH:20]=[C:19]([CH3:26])[N:18]=[C:17]2[O:16][CH2:15][CH:14]([NH2:13])[C:22]=12)[CH3:25], predict the reactants needed to synthesize it. The reactants are: N1C2OCC(N)C=2C=CN=1.CO[N:13]=[C:14]1[C:22]2[C:17](=[N:18][C:19]([CH3:26])=[CH:20][C:21]=2[O:23][CH2:24][CH3:25])[O:16][CH2:15]1. (6) Given the product [CH2:22]([O:24][C:25](=[O:30])[CH2:26][C:27]([NH:12][C:5]1[C:6]([C:8]([F:11])([F:10])[F:9])=[CH:7][C:2]([Cl:1])=[CH:3][C:4]=1[C:13]#[C:14][C:15]1[CH:20]=[CH:19][CH:18]=[CH:17][C:16]=1[Cl:21])=[O:28])[CH3:23], predict the reactants needed to synthesize it. The reactants are: [Cl:1][C:2]1[CH:7]=[C:6]([C:8]([F:11])([F:10])[F:9])[C:5]([NH2:12])=[C:4]([C:13]#[C:14][C:15]2[CH:20]=[CH:19][CH:18]=[CH:17][C:16]=2[Cl:21])[CH:3]=1.[CH2:22]([O:24][C:25](=[O:30])[CH2:26][C:27](Cl)=[O:28])[CH3:23].